This data is from Aqueous solubility values for 9,982 compounds from the AqSolDB database. The task is: Regression/Classification. Given a drug SMILES string, predict its absorption, distribution, metabolism, or excretion properties. Task type varies by dataset: regression for continuous measurements (e.g., permeability, clearance, half-life) or binary classification for categorical outcomes (e.g., BBB penetration, CYP inhibition). For this dataset (solubility_aqsoldb), we predict Y. (1) The compound is CC(C)Cl. The Y is -1.40 log mol/L. (2) The compound is C[C@@H]1C[C@H]2[C@@H]3CCC4=CC(=O)C=C[C@]4(C)[C@@]3(F)[C@@H](O)C[C@]2(C)[C@@]1(O)C(=O)CO. The Y is -3.64 log mol/L.